From a dataset of Reaction yield outcomes from USPTO patents with 853,638 reactions. Predict the reaction yield, written as a fraction of the theoretical maximum amount of product (1.0 means a 100% yield; for example, 0.34 means a 34% yield). (1) The reactants are CO[CH:3](OC)[CH2:4][NH:5][C:6]1[C:12]2[CH:13]=[CH:14][CH:15]=[CH:16][C:11]=2[NH:10][C:9]2[N:17]=[CH:18][CH:19]=[CH:20][C:8]=2[N:7]=1. The catalyst is C(O)(=O)C. The product is [N:5]1[CH:4]=[CH:3][N:7]2[C:6]=1[C:12]1[CH:13]=[CH:14][CH:15]=[CH:16][C:11]=1[NH:10][C:9]1[N:17]=[CH:18][CH:19]=[CH:20][C:8]2=1. The yield is 0.740. (2) The catalyst is S(=O)(=O)(O)O.S([O-])([O-])(=O)=O.[Ag+2]. The reactants are [C:1]([C:5]1[CH:10]=[CH:9][C:8]([N+:11]([O-:13])=[O:12])=[CH:7][CH:6]=1)([CH3:4])([CH3:3])[CH3:2].[Br:14]Br.S([O-])(O)=O.[Na+]. The yield is 0.980. The product is [Br:14][C:10]1[CH:9]=[C:8]([N+:11]([O-:13])=[O:12])[CH:7]=[CH:6][C:5]=1[C:1]([CH3:4])([CH3:2])[CH3:3].